This data is from Forward reaction prediction with 1.9M reactions from USPTO patents (1976-2016). The task is: Predict the product of the given reaction. (1) Given the reactants [F:1][C:2]1[CH:10]=[CH:9][CH:8]=[C:7]([F:11])[C:3]=1[CH:4]=[N:5][OH:6].[Cl:12]N1C(=O)CCC1=O, predict the reaction product. The product is: [F:1][C:2]1[CH:10]=[CH:9][CH:8]=[C:7]([F:11])[C:3]=1[C:4](=[N:5][OH:6])[Cl:12]. (2) Given the reactants [Br:1][C:2]1[CH:7]=[CH:6][C:5]([NH:8][C:9]2[C:18]3[C:13](=[CH:14][C:15]([O:21][CH2:22][CH:23]4[O:25][CH2:24]4)=[C:16]([O:19][CH3:20])[CH:17]=3)[N:12]=[CH:11][N:10]=2)=[C:4]([F:26])[CH:3]=1.[SH:27][C:28]1[N:29]([CH3:33])[CH:30]=[CH:31][N:32]=1, predict the reaction product. The product is: [Br:1][C:2]1[CH:7]=[CH:6][C:5]([NH:8][C:9]2[C:18]3[C:13](=[CH:14][C:15]([O:21][CH2:22][CH:23]([OH:25])[CH2:24][S:27][C:28]4[N:29]([CH3:33])[CH:30]=[CH:31][N:32]=4)=[C:16]([O:19][CH3:20])[CH:17]=3)[N:12]=[CH:11][N:10]=2)=[C:4]([F:26])[CH:3]=1. (3) Given the reactants [CH:1](=O)[C:2]1[CH:7]=[CH:6][CH:5]=[CH:4][CH:3]=1.[C:9]([N:12]1[CH2:17][C:16](=[O:18])[N:15](C(=O)C)[CH2:14][C:13]1=[O:22])(=[O:11])[CH3:10].C([O-])([O-])=O.[Cs+].[Cs+], predict the reaction product. The product is: [C:9]([N:12]1[CH2:17][C:16](=[O:18])[NH:15]/[C:14](=[CH:1]\[C:2]2[CH:7]=[CH:6][CH:5]=[CH:4][CH:3]=2)/[C:13]1=[O:22])(=[O:11])[CH3:10]. (4) Given the reactants [CH:1]1([S:6]([C:9]2[CH:10]=[C:11]([C:22]([O:24]C)=[O:23])[CH:12]=[C:13]([C:15]3[CH:20]=[CH:19][C:18]([CH3:21])=[CH:17][CH:16]=3)[CH:14]=2)(=[O:8])=[O:7])[CH2:5][CH2:4][CH2:3][CH2:2]1.[OH-].[Li+].Cl, predict the reaction product. The product is: [CH:1]1([S:6]([C:9]2[CH:10]=[C:11]([C:22]([OH:24])=[O:23])[CH:12]=[C:13]([C:15]3[CH:20]=[CH:19][C:18]([CH3:21])=[CH:17][CH:16]=3)[CH:14]=2)(=[O:7])=[O:8])[CH2:2][CH2:3][CH2:4][CH2:5]1. (5) Given the reactants [CH3:1][C:2]1([CH3:9])[O:6][CH:5]([CH2:7][OH:8])[CH2:4][O:3]1.C(=O)([O-])[O-].[Cs+].[Cs+].[Br:16][C:17]1[CH:18]=[CH:19][C:20]2[N:24]=[C:23](C(Cl)(Cl)Cl)[N:22]([C:29]3[CH:34]=[CH:33][N:32]=[C:31]([NH2:35])[N:30]=3)[C:21]=2[CH:36]=1, predict the reaction product. The product is: [Br:16][C:17]1[CH:18]=[CH:19][C:20]2[N:24]=[C:23]([O:8][CH2:7][CH:5]3[CH2:4][O:3][C:2]([CH3:9])([CH3:1])[O:6]3)[N:22]([C:29]3[CH:34]=[CH:33][N:32]=[C:31]([NH2:35])[N:30]=3)[C:21]=2[CH:36]=1. (6) Given the reactants [NH2:1][C:2]1[CH:7]=[CH:6][CH:5]=[CH:4][C:3]=1[NH:8][C:9](=O)[CH2:10][C:11]1[C:19]2[C:14](=[CH:15][C:16]([F:21])=[CH:17][C:18]=2[OH:20])[N:13]([CH2:22][CH3:23])[CH:12]=1, predict the reaction product. The product is: [NH:8]1[C:3]2[CH:4]=[CH:5][CH:6]=[CH:7][C:2]=2[N:1]=[C:9]1[CH2:10][C:11]1[C:19]2[C:18]([OH:20])=[CH:17][C:16]([F:21])=[CH:15][C:14]=2[N:13]([CH2:22][CH3:23])[CH:12]=1.